This data is from Forward reaction prediction with 1.9M reactions from USPTO patents (1976-2016). The task is: Predict the product of the given reaction. (1) Given the reactants Br[C:2]1[C:3]2[N:4]([N:10]=[C:11]([CH2:13][CH2:14][C:15]3[N:16]([CH3:25])[N:17]=[C:18]([N:20]4[CH2:24][CH2:23][CH2:22][CH2:21]4)[N:19]=3)[N:12]=2)[C:5]([CH3:9])=[C:6]([Cl:8])[CH:7]=1.[CH:26]1(B(O)O)[CH2:28][CH2:27]1.C(=O)([O-])[O-].[Cs+].[Cs+], predict the reaction product. The product is: [Cl:8][C:6]1[CH:7]=[C:2]([CH:26]2[CH2:28][CH2:27]2)[C:3]2[N:4]([N:10]=[C:11]([CH2:13][CH2:14][C:15]3[N:16]([CH3:25])[N:17]=[C:18]([N:20]4[CH2:24][CH2:23][CH2:22][CH2:21]4)[N:19]=3)[N:12]=2)[C:5]=1[CH3:9]. (2) The product is: [Cl:32][C:29]1[CH:30]=[CH:31][C:26]([O:25][CH2:24][CH2:23][N:1]2[CH2:2][CH2:3][C:4]3([O:11][C:10]4[C:12]5[C:17]([C:18](=[O:21])[C:19](=[O:20])[C:9]=4[S:8][CH2:7]3)=[CH:16][CH:15]=[CH:14][CH:13]=5)[CH2:5][CH2:6]2)=[CH:27][CH:28]=1. Given the reactants [NH:1]1[CH2:6][CH2:5][C:4]2([O:11][C:10]3[C:12]4[C:17]([C:18](=[O:21])[C:19](=[O:20])[C:9]=3[S:8][CH2:7]2)=[CH:16][CH:15]=[CH:14][CH:13]=4)[CH2:3][CH2:2]1.Br[CH2:23][CH2:24][O:25][C:26]1[CH:31]=[CH:30][C:29]([Cl:32])=[CH:28][CH:27]=1, predict the reaction product. (3) Given the reactants [F:1][C:2]1[CH:11]=[C:10]([NH:12][S:13]([C:16]2[CH:21]=[CH:20][C:19](I)=[CH:18][CH:17]=2)(=[O:15])=[O:14])[CH:9]=[C:8]([F:23])[C:3]=1[C:4]([O:6]C)=[O:5].[S:24]1[CH:28]=[CH:27][C:26](B(O)O)=[CH:25]1.C(=O)([O-])[O-].[Na+].[Na+].Cl, predict the reaction product. The product is: [F:1][C:2]1[CH:11]=[C:10]([NH:12][S:13]([C:16]2[CH:21]=[CH:20][C:19]([C:26]3[CH:27]=[CH:28][S:24][CH:25]=3)=[CH:18][CH:17]=2)(=[O:15])=[O:14])[CH:9]=[C:8]([F:23])[C:3]=1[C:4]([OH:6])=[O:5]. (4) Given the reactants [CH:1]([C:3]1[CH:11]=[CH:10][C:6]([C:7]([OH:9])=O)=[CH:5][CH:4]=1)=[O:2].C(N(C(C)C)CC)(C)C.C1CN([P+](ON2N=NC3C=CC=CC2=3)(N2CCCC2)N2CCCC2)CC1.F[P-](F)(F)(F)(F)F.[Cl:54][C:55]1[C:60]([C:61]2[CH:66]=[CH:65][CH:64]=[C:63]([CH2:67][CH3:68])[CH:62]=2)=[C:59]([C:69]([OH:84])([C@@H:78]2[CH2:83][CH2:82][CH2:81][NH:80][CH2:79]2)[CH2:70][CH2:71][CH2:72][NH:73][C:74](=[O:77])[O:75][CH3:76])[CH:58]=[CH:57][CH:56]=1, predict the reaction product. The product is: [Cl:54][C:55]1[C:60]([C:61]2[CH:66]=[CH:65][CH:64]=[C:63]([CH2:67][CH3:68])[CH:62]=2)=[C:59]([C:69]([C@@H:78]2[CH2:83][CH2:82][CH2:81][N:80]([C:7]([C:6]3[CH:5]=[CH:4][C:3]([CH:1]=[O:2])=[CH:11][CH:10]=3)=[O:9])[CH2:79]2)([OH:84])[CH2:70][CH2:71][CH2:72][NH:73][C:74](=[O:77])[O:75][CH3:76])[CH:58]=[CH:57][CH:56]=1. (5) Given the reactants C(OC(=O)[NH:7][C:8]1[CH:9]([CH3:34])[O:10][CH2:11][C:12]([C:17]2[CH:22]=[C:21]([NH:23][C:24]([C:26]3[CH:31]=[CH:30][C:29]([Br:32])=[CH:28][N:27]=3)=[O:25])[CH:20]=[CH:19][C:18]=2[F:33])([CH:14]([F:16])[F:15])[N:13]=1)(C)(C)C.O1CCOCC1.[ClH:42], predict the reaction product. The product is: [ClH:42].[NH2:7][C:8]1[C@@H:9]([CH3:34])[O:10][CH2:11][C@:12]([C:17]2[CH:22]=[C:21]([NH:23][C:24]([C:26]3[CH:31]=[CH:30][C:29]([Br:32])=[CH:28][N:27]=3)=[O:25])[CH:20]=[CH:19][C:18]=2[F:33])([CH:14]([F:15])[F:16])[N:13]=1. (6) Given the reactants Cl.[F:2][C:3]1[CH:22]=[C:21]([CH3:23])[C:20]([O:24]C(OC)=O)=[CH:19][C:4]=1[NH:5][C:6]1[C:15]2[C:10](=[CH:11][C:12]([OH:18])=[C:13]([O:16][CH3:17])[CH:14]=2)[N:9]=[CH:8][N:7]=1.Cl.[Cl:30][CH2:31][C:32]1[N:33]=[C:34]([CH3:37])[S:35][CH:36]=1.C(=O)([O-])[O-].[K+].[K+].[I-].[K+], predict the reaction product. The product is: [ClH:30].[F:2][C:3]1[CH:22]=[C:21]([CH3:23])[C:20]([OH:24])=[CH:19][C:4]=1[NH:5][C:6]1[C:15]2[C:10](=[CH:11][C:12]([O:18][CH2:31][C:32]3[N:33]=[C:34]([CH3:37])[S:35][CH:36]=3)=[C:13]([O:16][CH3:17])[CH:14]=2)[N:9]=[CH:8][N:7]=1. (7) Given the reactants [C:1]([NH2:5])([CH3:4])([CH3:3])[CH3:2].[CH:6]1([CH:12]=O)[CH2:11][CH2:10][CH2:9][CH2:8][CH2:7]1.[CH:14](=O)[C:15]1[CH:20]=[CH:19][CH:18]=[CH:17][CH:16]=1, predict the reaction product. The product is: [C:1]([NH:5][CH2:12][CH:6]1[CH2:11][CH2:10][CH2:9][CH2:8][CH2:7]1)([CH3:4])([CH3:3])[CH3:2].[CH2:14]([NH:5][C:1]([CH3:4])([CH3:3])[CH3:2])[C:15]1[CH:20]=[CH:19][CH:18]=[CH:17][CH:16]=1.